From a dataset of Peptide-MHC class I binding affinity with 185,985 pairs from IEDB/IMGT. Regression. Given a peptide amino acid sequence and an MHC pseudo amino acid sequence, predict their binding affinity value. This is MHC class I binding data. (1) The peptide sequence is YTIKYPNL. The MHC is H-2-Kb with pseudo-sequence H-2-Kb. The binding affinity (normalized) is 0.739. (2) The peptide sequence is QTEPKTSVV. The MHC is HLA-B18:01 with pseudo-sequence HLA-B18:01. The binding affinity (normalized) is 0.0847. (3) The peptide sequence is FPTSCHMF. The MHC is HLA-A31:01 with pseudo-sequence HLA-A31:01. The binding affinity (normalized) is 0. (4) The MHC is HLA-A69:01 with pseudo-sequence HLA-A69:01. The binding affinity (normalized) is 0.525. The peptide sequence is EVMPVSMAK. (5) The peptide sequence is TPPVDRMAV. The MHC is HLA-A11:01 with pseudo-sequence HLA-A11:01. The binding affinity (normalized) is 0.0847. (6) The peptide sequence is EEDAAVDDL. The MHC is HLA-B58:01 with pseudo-sequence HLA-B58:01. The binding affinity (normalized) is 0.0847. (7) The peptide sequence is RRYQIAQYK. The MHC is HLA-A02:06 with pseudo-sequence HLA-A02:06. The binding affinity (normalized) is 0.0847.